Task: Predict the product of the given reaction.. Dataset: Forward reaction prediction with 1.9M reactions from USPTO patents (1976-2016) Given the reactants C(OC([N:8]1[CH2:13][CH2:12][C:11](=[O:14])[CH2:10][CH2:9]1)=O)(C)(C)C.[F:15][C:16]1[CH:17]=[C:18]([Mg]Br)[CH:19]=[CH:20][CH:21]=1.[Cl-:24].[NH4+], predict the reaction product. The product is: [ClH:24].[F:15][C:16]1[CH:21]=[C:20]([C:11]2([OH:14])[CH2:10][CH2:9][NH:8][CH2:13][CH2:12]2)[CH:19]=[CH:18][CH:17]=1.